This data is from Catalyst prediction with 721,799 reactions and 888 catalyst types from USPTO. The task is: Predict which catalyst facilitates the given reaction. (1) Reactant: [C:1]([OH:5])(=[O:4])[CH:2]=[CH2:3].[OH-].[Na+:7].[Na+].[C:9]([NH:13][NH:14][C:15]1[CH:16]=[C:17]([OH:24])[C:18](=[CH:22][CH:23]=1)[C:19]([O-:21])=[O:20])(=[O:12])[CH:10]=[CH2:11]. Product: [C:1]([O-:5])(=[O:4])[CH:2]=[CH2:3].[Na+:7].[C:9]([NH:13][NH:14][C:15]1[CH:16]=[C:17]([OH:24])[C:18](=[CH:22][CH:23]=1)[C:19]([O-:21])=[O:20])(=[O:12])[CH:10]=[CH2:11].[Na+:7]. The catalyst class is: 6. (2) Reactant: [NH2:1][C@@H:2]1[CH2:7][CH2:6][CH2:5][CH2:4][C@H:3]1[C:8]([OH:10])=[O:9].[OH-].[Na+].[Cl:13][C:14]1[CH:19]=[CH:18][C:17]([S:20](Cl)(=[O:22])=[O:21])=[CH:16][CH:15]=1. Product: [Cl:13][C:14]1[CH:19]=[CH:18][C:17]([S:20]([NH:1][C@@H:2]2[CH2:7][CH2:6][CH2:5][CH2:4][C@H:3]2[C:8]([OH:10])=[O:9])(=[O:22])=[O:21])=[CH:16][CH:15]=1. The catalyst class is: 226. (3) Reactant: Cl.[CH3:2][S:3]([C:6]1[CH:24]=[CH:23][C:9]([O:10][CH2:11][C:12]2[N:16]=[C:15]([CH:17]3[CH2:22][CH2:21][NH:20][CH2:19][CH2:18]3)[O:14][N:13]=2)=[CH:8][CH:7]=1)(=[O:5])=[O:4].C(OC(N1[CH2:37][CH2:36][CH:35]([C:38]2O[N:41]=[C:40](COC3C=CC(S(C)(=O)=O)=CC=3)[N:39]=2)[CH2:34]C1)=O)(C)(C)C.CCN(C(C)C)C(C)C.ClC1N=CC(CC)=CN=1. Product: [CH2:36]([C:35]1[CH:38]=[N:39][C:40]([N:20]2[CH2:21][CH2:22][CH:17]([C:15]3[O:14][N:13]=[C:12]([CH2:11][O:10][C:9]4[CH:8]=[CH:7][C:6]([S:3]([CH3:2])(=[O:5])=[O:4])=[CH:24][CH:23]=4)[N:16]=3)[CH2:18][CH2:19]2)=[N:41][CH:34]=1)[CH3:37]. The catalyst class is: 41.